From a dataset of hERG potassium channel inhibition data for cardiac toxicity prediction from Karim et al.. Regression/Classification. Given a drug SMILES string, predict its toxicity properties. Task type varies by dataset: regression for continuous values (e.g., LD50, hERG inhibition percentage) or binary classification for toxic/non-toxic outcomes (e.g., AMES mutagenicity, cardiotoxicity, hepatotoxicity). Dataset: herg_karim. (1) The compound is COc1cnccc1[C@H]1CC[C@@H](N2CC(NC(=O)CNc3ncnc4ccc(C(F)(F)F)cc34)C2)CC1. The result is 0 (non-blocker). (2) The result is 0 (non-blocker). The compound is N#Cc1cc(S(=O)(=O)Nc2ccc(F)cn2)ccc1Oc1ccc(CO)c(Cl)c1. (3) The drug is Cc1ccn2nc3c(c2n1)CN([C@H]1CO[C@H](c2cc(F)ccc2F)[C@@H](N)C1)C3. The result is 0 (non-blocker). (4) The compound is NS(=O)(=O)NCCC1CCN(c2ncnc3cc(Cl)ccc23)CC1. The result is 1 (blocker). (5) The drug is COCCOCC#Cc1cc(-c2[nH]nc3c2C(=O)c2cc(CN4CCN(C)CC4)ccc2-3)cs1. The result is 1 (blocker). (6) The compound is CN1C(=O)NC(=O)[C@@]12Cc1ccc(NC(=O)CN3C(=O)C(C)(CC(F)(F)F)OC3c3cccc(Cl)c3)cc1C2. The result is 0 (non-blocker).